This data is from Peptide-MHC class I binding affinity with 185,985 pairs from IEDB/IMGT. The task is: Regression. Given a peptide amino acid sequence and an MHC pseudo amino acid sequence, predict their binding affinity value. This is MHC class I binding data. (1) The peptide sequence is ISKKAKGWF. The MHC is HLA-A02:03 with pseudo-sequence HLA-A02:03. The binding affinity (normalized) is 0. (2) The peptide sequence is VTIPQIGGM. The MHC is HLA-A02:01 with pseudo-sequence HLA-A02:01. The binding affinity (normalized) is 0.0847. (3) The peptide sequence is AEILSGRVI. The MHC is HLA-B27:05 with pseudo-sequence HLA-B27:05. The binding affinity (normalized) is 0.0847. (4) The peptide sequence is RLLRFTGLF. The MHC is HLA-A68:02 with pseudo-sequence HLA-A68:02. The binding affinity (normalized) is 0.0847.